Dataset: Full USPTO retrosynthesis dataset with 1.9M reactions from patents (1976-2016). Task: Predict the reactants needed to synthesize the given product. (1) Given the product [O:13]=[C:9]([NH:2][C:3]1[CH:8]=[CH:7][CH:6]=[CH:5][CH:4]=1)[C:10]([Cl:12])=[O:11], predict the reactants needed to synthesize it. The reactants are: Cl.[NH2:2][C:3]1[CH:8]=[CH:7][CH:6]=[CH:5][CH:4]=1.[C:9](Cl)(=[O:13])[C:10]([Cl:12])=[O:11]. (2) Given the product [CH3:41][N:14]1[C:15]2[N:22]=[CH:21][C:20]([O:64][C:60]3[CH:61]=[CH:62][CH:63]=[C:58]([C:57]([F:65])([F:66])[F:56])[CH:59]=3)=[CH:19][C:16]=2[C:17](=[O:18])[N:12]([CH2:11][CH2:10][CH2:9][O:8][CH:71]2[CH2:72][CH2:43][CH2:68][CH2:69][O:70]2)[C:13]1=[O:42], predict the reactants needed to synthesize it. The reactants are: [Si]([O:8][CH2:9][CH2:10][CH2:11][N:12]1[C:17](=[O:18])[C:16]2[C:19](C(C3C=CC(Cl)=CC=3)O)=[C:20](C3C=CC=CC=3C(C)C)[CH:21]=[N:22][C:15]=2[N:14]([CH3:41])[C:13]1=[O:42])(C(C)(C)C)(C)C.[C:43]([O-])([O-])=O.[Cs+].[Cs+].CN(C)CC(O)=O.[F:56][C:57]([F:66])([F:65])[C:58]1[CH:59]=[C:60]([OH:64])[CH:61]=[CH:62][CH:63]=1.O1[CH2:72][CH2:71][O:70][CH2:69][CH2:68]1. (3) Given the product [Cl:29][C:30]1[C:35]([CH3:36])=[C:34]([C:4]2[C:5]3[C:10]([O:11][C@@H:12]([CH2:18][C:19]4[CH:24]=[CH:23][CH:22]=[CH:21][C:20]=4[O:25][CH3:26])[C:13]([O:15][CH2:16][CH3:17])=[O:14])=[N:9][CH:8]=[N:7][C:6]=3[S:27][C:3]=2[CH2:1][CH3:2])[CH:33]=[CH:32][C:31]=1[OH:46], predict the reactants needed to synthesize it. The reactants are: [CH2:1]([C:3]1[S:27][C:6]2[N:7]=[CH:8][N:9]=[C:10]([O:11][C@@H:12]([CH2:18][C:19]3[CH:24]=[CH:23][CH:22]=[CH:21][C:20]=3[O:25][CH3:26])[C:13]([O:15][CH2:16][CH3:17])=[O:14])[C:5]=2[C:4]=1I)[CH3:2].[Cl:29][C:30]1[C:35]([CH3:36])=[C:34](B2OC(C)(C)C(C)(C)O2)[CH:33]=[CH:32][C:31]=1[OH:46].Cl. (4) The reactants are: [CH3:1][NH:2][NH:3][C:4]([C:6]1[CH:11]=[CH:10][CH:9]=[CH:8][N:7]=1)=[NH:5].[OH:12][C:13]1[CH:22]=[CH:21][C:20]2[C:15](=[CH:16][CH:17]=[CH:18][CH:19]=2)[C:14]=1[CH:23]=O. Given the product [CH3:1][N:2]1[C:23]([C:14]2[C:15]3[C:20](=[CH:19][CH:18]=[CH:17][CH:16]=3)[CH:21]=[CH:22][C:13]=2[OH:12])=[N:5][C:4]([C:6]2[CH:11]=[CH:10][CH:9]=[CH:8][N:7]=2)=[N:3]1, predict the reactants needed to synthesize it. (5) Given the product [CH3:14][C:13]1([CH:12]=[CH:11][CH:10]=[CH:30][CH2:29]1)[CH2:39][N:31]1[C:45]2[C:40](=[CH:41][CH:42]=[CH:43][CH:44]=2)[CH:33]([CH3:34])[CH2:32]1, predict the reactants needed to synthesize it. The reactants are: [SnH]([CH2:10][CH2:11][CH2:12][CH3:13])([CH2:10][CH2:11][CH2:12][CH3:13])[CH2:10][CH2:11][CH2:12][CH3:13].[CH3:14]C(N=NC(C#N)(C)C)(C#N)C.CCO[CH2:29][CH3:30].[NH:31]1[C:39]2[C:34](=CC=CC=2)[CH2:33][CH2:32]1.[CH:40]1[CH:45]=[CH:44][CH:43]=[CH:42][CH:41]=1. (6) Given the product [CH3:30][O:29][C:25]1[CH:24]=[C:23]([C:20]2[N:19]=[N:18][C:17]([NH:15][NH:16][C:57](=[O:58])[CH2:56][O:55][C:48]3[C:49]4[C:54](=[CH:53][CH:52]=[CH:51][CH:50]=4)[N:45]=[CH:46][CH:47]=3)=[N:22][CH:21]=2)[CH:28]=[CH:27][CH:26]=1, predict the reactants needed to synthesize it. The reactants are: N(C1N=NC(C2C=CC=CC=2)=CN=1)N.[NH:15]([C:17]1[N:18]=[N:19][C:20]([C:23]2[CH:28]=[CH:27][CH:26]=[C:25]([O:29][CH3:30])[CH:24]=2)=[CH:21][N:22]=1)[NH2:16].N1C2C(=CC(CC(O)=O)=CC=2)C=CC=1.[N:45]1[C:54]2[C:49](=[CH:50][CH:51]=[CH:52][CH:53]=2)[C:48]([O:55][CH2:56][C:57](O)=[O:58])=[CH:47][CH:46]=1. (7) Given the product [C:23]([NH:1][CH:4]1[CH2:21][CH2:20][C:7]2=[C:8]([C:15]([O:17][CH2:18][CH3:19])=[O:16])[S:9][C:10]([S:11][CH:12]([CH3:14])[CH3:13])=[C:6]2[C:5]1=[O:22])(=[O:25])[CH3:24], predict the reactants needed to synthesize it. The reactants are: [N:1]([CH:4]1[CH2:21][CH2:20][C:7]2=[C:8]([C:15]([O:17][CH2:18][CH3:19])=[O:16])[S:9][C:10]([S:11][CH:12]([CH3:14])[CH3:13])=[C:6]2[C:5]1=[O:22])=[N+]=[N-].[C:23](OC(=O)C)(=[O:25])[CH3:24]. (8) Given the product [CH2:6]([C@H:13]1[CH2:17][O:16][C:15](=[O:18])[N:14]1[C:29](=[O:30])[CH2:28][CH2:27][CH2:26][CH2:25][CH:19]1[CH2:24][CH2:23][CH2:22][CH2:21][CH2:20]1)[C:7]1[CH:8]=[CH:9][CH:10]=[CH:11][CH:12]=1, predict the reactants needed to synthesize it. The reactants are: C([Li])CCC.[CH2:6]([C@H:13]1[CH2:17][O:16][C:15](=[O:18])[NH:14]1)[C:7]1[CH:12]=[CH:11][CH:10]=[CH:9][CH:8]=1.[CH:19]1([CH2:25][CH2:26][CH2:27][CH2:28][C:29](Cl)=[O:30])[CH2:24][CH2:23][CH2:22][CH2:21][CH2:20]1. (9) Given the product [N:1]1([S:11]([C:14]2[CH:15]=[CH:16][C:17]([C:18]([NH:27][C:26]3[CH:28]=[CH:29][CH:30]=[CH:31][C:25]=3[O:24][CH3:23])=[O:20])=[CH:21][CH:22]=2)(=[O:12])=[O:13])[C:10]2[C:5](=[CH:6][CH:7]=[CH:8][CH:9]=2)[CH2:4][CH2:3][CH2:2]1, predict the reactants needed to synthesize it. The reactants are: [N:1]1([S:11]([C:14]2[CH:22]=[CH:21][C:17]([C:18]([OH:20])=O)=[CH:16][CH:15]=2)(=[O:13])=[O:12])[C:10]2[C:5](=[CH:6][CH:7]=[CH:8][CH:9]=2)[CH2:4][CH2:3][CH2:2]1.[CH3:23][O:24][C:25]1[CH:31]=[CH:30][CH:29]=[CH:28][C:26]=1[NH2:27].